From a dataset of NCI-60 drug combinations with 297,098 pairs across 59 cell lines. Regression. Given two drug SMILES strings and cell line genomic features, predict the synergy score measuring deviation from expected non-interaction effect. (1) Drug 1: COC1=NC(=NC2=C1N=CN2C3C(C(C(O3)CO)O)O)N. Drug 2: COCCOC1=C(C=C2C(=C1)C(=NC=N2)NC3=CC=CC(=C3)C#C)OCCOC.Cl. Cell line: U251. Synergy scores: CSS=5.65, Synergy_ZIP=0.121, Synergy_Bliss=3.39, Synergy_Loewe=0.835, Synergy_HSA=1.85. (2) Drug 1: CC1=C(C(CCC1)(C)C)C=CC(=CC=CC(=CC(=O)O)C)C. Drug 2: C1CCC(C(C1)N)N.C(=O)(C(=O)[O-])[O-].[Pt+4]. Cell line: SNB-19. Synergy scores: CSS=11.5, Synergy_ZIP=-6.54, Synergy_Bliss=-1.17, Synergy_Loewe=0.224, Synergy_HSA=0.00994. (3) Drug 1: CN1C2=C(C=C(C=C2)N(CCCl)CCCl)N=C1CCCC(=O)O.Cl. Drug 2: CC(C)NC(=O)C1=CC=C(C=C1)CNNC.Cl. Cell line: NCIH23. Synergy scores: CSS=1.73, Synergy_ZIP=-0.283, Synergy_Bliss=0.798, Synergy_Loewe=-0.458, Synergy_HSA=-0.783. (4) Drug 1: CCC1=C2CN3C(=CC4=C(C3=O)COC(=O)C4(CC)O)C2=NC5=C1C=C(C=C5)O. Drug 2: CC1CCCC2(C(O2)CC(NC(=O)CC(C(C(=O)C(C1O)C)(C)C)O)C(=CC3=CSC(=N3)C)C)C. Cell line: SNB-75. Synergy scores: CSS=37.8, Synergy_ZIP=-5.16, Synergy_Bliss=-4.48, Synergy_Loewe=-1.15, Synergy_HSA=-0.237. (5) Drug 1: C1CCC(CC1)NC(=O)N(CCCl)N=O. Drug 2: N.N.Cl[Pt+2]Cl. Cell line: SF-295. Synergy scores: CSS=37.7, Synergy_ZIP=-1.82, Synergy_Bliss=2.69, Synergy_Loewe=2.96, Synergy_HSA=3.85. (6) Drug 1: C1C(C(OC1N2C=NC3=C(N=C(N=C32)Cl)N)CO)O. Drug 2: C(CC(=O)O)C(=O)CN.Cl. Cell line: SNB-75. Synergy scores: CSS=4.22, Synergy_ZIP=-1.66, Synergy_Bliss=0.369, Synergy_Loewe=-0.441, Synergy_HSA=0.398.